From a dataset of Experimentally validated miRNA-target interactions with 360,000+ pairs, plus equal number of negative samples. Binary Classification. Given a miRNA mature sequence and a target amino acid sequence, predict their likelihood of interaction. (1) The miRNA is hsa-miR-4437 with sequence UGGGCUCAGGGUACAAAGGUU. The protein sequence of the target gene is MIRGRAPRTRPSPPPPLLPLLSLSLLLLSPTVRGDCGPPPDIPNARPILGRHSKFAEQSKVAYSCNNGFKQVPDKSNIVVCLENGQWSSHETFCEKSCVAPERLSFASLKKEYLNMNFFPVGTIVEYECRPGFRKQPPLPGKATCLEDLVWSPVAQFCKKKSCPNPKDLDNGHINIPTGILFGSEINFSCNPGYRLVGVSSTFCSVTGNTVDWDDEFPVCTEIHCPEPPKINNGIMRGESDSYTYSQVVTYSCDKGFILVGNASIYCTVSKSDVGQWSSPPPRCIEKSKVPTKKPTINVP.... Result: 0 (no interaction). (2) The miRNA is hsa-miR-587 with sequence UUUCCAUAGGUGAUGAGUCAC. The protein sequence of the target gene is MSVGELYSQCTRVWIPDPDEVWRSAELTKDYKEGDKSLQLRLEDETILEYPIDVQRNQLPFLRNPDILVGENDLTALSYLHEPAVLHNLKVRFLESNHIYTYCGIVLVAINPYEQLPIYGQDVIYTYSGQNMGDMDPHIFAVAEEAYKQMARDEKNQSIIVSGESGAGKTVSAKYAMRYFATVGGSASETNIEEKVLASSPIMEAIGNAKTTRNDNSSRFGKYIQIGFDKRYHIIGANMRTYLLEKSRVVFQADDERNYHIFYQLCAAAGLPEFKELALTSAEDFFYTSQGGDTSIEGVD.... Result: 1 (interaction). (3) The miRNA is hsa-miR-3668 with sequence AAUGUAGAGAUUGAUCAAAAU. The protein sequence of the target gene is MVFGEFFHRPGQDEELVNLNVGGFKQSVDQSTLLRFPHTRLGKLLTCHSEEAILELCDDYSVADKEYYFDRNPSLFRYVLNFYYTGKLHVMEELCVFSFCQEIEYWGINELFIDSCCSNRYQERKEENHEKDWDQKSHDVSTDSSFEESSLFEKELEKFDTLRFGQLRKKIWIRMENPAYCLSAKLIAISSLSVVLASIVAMCVHSMSEFQNEDGEVDDPVLEGVEIACIAWFTGELAVRLAAAPCQKKFWKNPLNIIDFVSIIPFYATLAVDTKEEESEDIENMGKVVQILRLMRIFRI.... Result: 0 (no interaction). (4) Result: 0 (no interaction). The protein sequence of the target gene is MSVPLAPKKSCFGQLRDHREGAKNNNESILRTGDTNANQIMLEVSSSCDEAKSRDLDDELGNSNLSRPQYHSHFQKEPLHLQGFGKGSQAGSTSQRESQASLTVHRQLSEEHAVKRGALQAPQCVQGPSLSSWRNAVGQASPEASAKKDAEIPRHIPKDKLAKTLDNEELKRASSCSAAAGSVPPTDLQPVQLDTLGPQDHVPARGEGPQRTPASHSPGKGFSPGEGTSEGNSVYLPKPSTSEAKGSSPSDTKMEGPHGLDVYNERITHAELTPSSASASKENPGLRHPEVCLGQGTGKS.... The miRNA is hsa-miR-513a-5p with sequence UUCACAGGGAGGUGUCAU. (5) The miRNA is mmu-miR-6927-3p with sequence CCUGAGCUGGCUCCCCUGCAG. The protein sequence of the target gene is MEGVRVPIACALILLAISSITSASIVEHTFNVQNLTVSRLCKRQVITVVNGSLPGPTIRVKEGDSLVIHVLNHSPHNITIHWHGIFHKLTVWADGPSMITQCPIQPGQRYAYRFNITGQEGTLWWHAHASFLRATVYGALVIRPKSGHSYPFPKPHKEVPILFGEWWNTDVVALEEAAIATGVPPNNSDAYTINGRPGNLYPCSKDRMFSLNVVKGKRYLLRIINAAMNIQLFFKIANHRLTVVAADAVYTAPYVTDVIVIAPGQTIDALLFADQSVDTSYYMAAHPYASAPAVPFPNTT.... Result: 0 (no interaction). (6) The miRNA is ath-miR408-3p with sequence AUGCACUGCCUCUUCCCUGGC. The protein sequence of the target gene is MPCVQAQYGSSPQGASPASQSYSYHSSGEYSSDFLTPEFVKFSMDLTNTEITATTSLPSFSTFMDNYSTGYDVKPPCLYQMPLSGQQSSIKVEDIQMHNYQQHSHLPPQSEEMMPHSGSVYYKPSSPPTPSTPSFQVQHSPMWDDPGSLHNFHQNYVATTHMIEQRKTPVSRLSLFSFKQSPPGTPVSSCQMRFDGPLHVPMNPEPAGSHHVVDGQTFAVPNPIRKPASMGFPGLQIGHASQLLDTQVPSPPSRGSPSNEGLCAVCGDNAACQHYGVRTCEGCKGFFKRTVQKNAKYVCL.... Result: 0 (no interaction).